This data is from Forward reaction prediction with 1.9M reactions from USPTO patents (1976-2016). The task is: Predict the product of the given reaction. Given the reactants C(N(CC)CC)C.[CH3:8][N:9]1[C:13]([C:14]([OH:16])=O)=[CH:12][N:11]=[CH:10]1.Cl.[CH3:18][NH:19][O:20][CH3:21].CCN=C=NCCCN(C)C, predict the reaction product. The product is: [CH3:21][O:20][N:19]([CH3:18])[C:14]([C:13]1[N:9]([CH3:8])[CH:10]=[N:11][CH:12]=1)=[O:16].